The task is: Predict which catalyst facilitates the given reaction.. This data is from Catalyst prediction with 721,799 reactions and 888 catalyst types from USPTO. (1) Reactant: COC1C=CC(P2(SP(C3C=CC(OC)=CC=3)(=S)S2)=[S:10])=CC=1.[Cl:23][C:24]1[C:25]([C:32]([NH:34][NH:35][C:36](=O)[CH2:37][C:38]2[CH:43]=[CH:42][CH:41]=[CH:40][CH:39]=2)=O)=[N:26][C:27]([S:30][CH3:31])=[N:28][CH:29]=1. Product: [CH2:37]([C:36]1[S:10][C:32]([C:25]2[C:24]([Cl:23])=[CH:29][N:28]=[C:27]([S:30][CH3:31])[N:26]=2)=[N:34][N:35]=1)[C:38]1[CH:43]=[CH:42][CH:41]=[CH:40][CH:39]=1. The catalyst class is: 228. (2) Reactant: [CH3:1][C:2]1[S:3][C:4]([C:10]2[CH:11]=[C:12]([CH3:16])[CH:13]=[CH:14][CH:15]=2)=[C:5]([C:7]([OH:9])=O)[N:6]=1.[F:17][C:18]1([F:38])[CH2:25][C@H:24]2[C@H:20]([CH2:21][NH:22][C@@H:23]2[CH2:26][N:27]2[C:35](=[O:36])[C:34]3[C:29](=[CH:30][CH:31]=[CH:32][CH:33]=3)[C:28]2=[O:37])[CH2:19]1.CCN(C(C)C)C(C)C. Product: [CH3:1][C:2]1[S:3][C:4]([C:10]2[CH:11]=[C:12]([CH3:16])[CH:13]=[CH:14][CH:15]=2)=[C:5]([C:7]([N:22]2[CH2:21][C@H:20]3[C@H:24]([CH2:25][C:18]([F:17])([F:38])[CH2:19]3)[C@H:23]2[CH2:26][N:27]2[C:28](=[O:37])[C:29]3[C:34](=[CH:33][CH:32]=[CH:31][CH:30]=3)[C:35]2=[O:36])=[O:9])[N:6]=1. The catalyst class is: 3. (3) Reactant: C1(P(C2C=CC=CC=2)C2C=CC3C(=CC=CC=3)C=2C2C3C(=CC=CC=3)C=CC=2P(C2C=CC=CC=2)C2C=CC=CC=2)C=CC=CC=1.Br[C:48]1[CH:49]=[CH:50][C:51]2[C:57](=[O:58])[CH2:56][CH2:55][CH2:54][O:53][C:52]=2[CH:59]=1.C([O-])([O-])=O.[Cs+].[Cs+].[C:66](=[NH:79])([C:73]1[CH:78]=[CH:77][CH:76]=[CH:75][CH:74]=1)[C:67]1[CH:72]=[CH:71][CH:70]=[CH:69][CH:68]=1. Product: [C:66](=[N:79][C:48]1[CH:49]=[CH:50][C:51]2[C:57](=[O:58])[CH2:56][CH2:55][CH2:54][O:53][C:52]=2[CH:59]=1)([C:73]1[CH:74]=[CH:75][CH:76]=[CH:77][CH:78]=1)[C:67]1[CH:72]=[CH:71][CH:70]=[CH:69][CH:68]=1. The catalyst class is: 718. (4) Reactant: Cl[C:2]1[CH:11]=[CH:10][C:9]2[C:4](=[CH:5][CH:6]=[C:7]([N+:12]([O-:14])=[O:13])[CH:8]=2)[N:3]=1.[C:15]([O:19][C:20]([N:22]1[CH2:27][C@@H:26]2[CH2:28][C@H:23]1[CH2:24][NH:25]2)=[O:21])([CH3:18])([CH3:17])[CH3:16]. Product: [NH3:3].[N+:12]([C:7]1[CH:8]=[C:9]2[C:4](=[CH:5][CH:6]=1)[N:3]=[C:2]([N:25]1[CH2:24][C@@H:23]3[CH2:28][C@H:26]1[CH2:27][N:22]3[C:20]([O:19][C:15]([CH3:18])([CH3:17])[CH3:16])=[O:21])[CH:11]=[CH:10]2)([O-:14])=[O:13]. The catalyst class is: 12.